Dataset: Peptide-MHC class I binding affinity with 185,985 pairs from IEDB/IMGT. Task: Regression. Given a peptide amino acid sequence and an MHC pseudo amino acid sequence, predict their binding affinity value. This is MHC class I binding data. (1) The peptide sequence is QTSQWDDPW. The MHC is Mamu-B52 with pseudo-sequence Mamu-B52. The binding affinity (normalized) is 0.428. (2) The peptide sequence is ESAERLKAY. The MHC is HLA-A31:01 with pseudo-sequence HLA-A31:01. The binding affinity (normalized) is 0.0847.